Task: Predict the reactants needed to synthesize the given product.. Dataset: Full USPTO retrosynthesis dataset with 1.9M reactions from patents (1976-2016) (1) Given the product [N:39]1([CH2:2][C:3]2[C:12]3[C:7](=[CH:8][CH:9]=[CH:10][CH:11]=3)[C:6]([C:13]([NH:15][C:16]3[C:17]([C:22]([NH:24][CH2:25][CH:26]4[CH2:31][CH2:30][CH2:29][CH2:28][N:27]4[C:32]([O:34][C:35]([CH3:38])([CH3:37])[CH3:36])=[O:33])=[O:23])=[N:18][CH:19]=[CH:20][CH:21]=3)=[O:14])=[CH:5][CH:4]=2)[CH:43]=[N:42][CH:41]=[N:40]1, predict the reactants needed to synthesize it. The reactants are: Br[CH2:2][C:3]1[C:12]2[C:7](=[CH:8][CH:9]=[CH:10][CH:11]=2)[C:6]([C:13]([NH:15][C:16]2[C:17]([C:22]([NH:24][CH2:25][CH:26]3[CH2:31][CH2:30][CH2:29][CH2:28][N:27]3[C:32]([O:34][C:35]([CH3:38])([CH3:37])[CH3:36])=[O:33])=[O:23])=[N:18][CH:19]=[CH:20][CH:21]=2)=[O:14])=[CH:5][CH:4]=1.[NH:39]1[CH:43]=[N:42][CH:41]=[N:40]1. (2) Given the product [NH2:8][CH2:7][C:9]1[CH:17]=[CH:16][C:12]([CH2:13][OH:14])=[CH:11][C:10]=1[F:18], predict the reactants needed to synthesize it. The reactants are: [H-].[Al+3].[Li+].[H-].[H-].[H-].[C:7]([C:9]1[CH:17]=[CH:16][C:12]([C:13](O)=[O:14])=[CH:11][C:10]=1[F:18])#[N:8]. (3) Given the product [CH3:20][N:2]1[CH2:7][CH2:6][CH:5]([C:8]2[CH:17]=[CH:16][C:11]([C:12]([O:14][CH3:15])=[O:13])=[CH:10][CH:9]=2)[CH2:4][CH2:3]1, predict the reactants needed to synthesize it. The reactants are: Cl.[NH:2]1[CH2:7][CH2:6][CH:5]([C:8]2[CH:17]=[CH:16][C:11]([C:12]([O:14][CH3:15])=[O:13])=[CH:10][CH:9]=2)[CH2:4][CH2:3]1.C=O.[C:20]([BH3-])#N.[Na+].C(O)(=O)C.